From a dataset of Forward reaction prediction with 1.9M reactions from USPTO patents (1976-2016). Predict the product of the given reaction. (1) The product is: [CH2:1]([C:3]1[C:4]([C:13]([C:15]2[CH:16]=[C:17]([CH:18]=[CH:26][C:24]#[N:25])[CH:20]=[C:21]([CH3:23])[CH:22]=2)=[O:14])=[N:5][C:6]([O:11][CH3:12])=[N:7][C:8]=1[O:9][CH3:10])[CH3:2]. Given the reactants [CH2:1]([C:3]1[C:4]([C:13]([C:15]2[CH:16]=[C:17]([CH:20]=[C:21]([CH3:23])[CH:22]=2)[CH:18]=O)=[O:14])=[N:5][C:6]([O:11][CH3:12])=[N:7][C:8]=1[O:9][CH3:10])[CH3:2].[C:24]([CH2:26]P(=O)(OCC)OCC)#[N:25].CC(C)([O-])C.[K+], predict the reaction product. (2) Given the reactants [OH:1][C:2]1[CH:7]=[CH:6][N:5]([CH2:8][CH2:9][C:10]([CH3:20])([S:16]([CH3:19])(=[O:18])=[O:17])[C:11]([O:13]CC)=[O:12])[C:4](=[O:21])[CH:3]=1.[CH:22]1([CH2:28][CH2:29][CH2:30]O)[CH2:27][CH2:26][CH2:25][CH2:24][CH2:23]1.C1(P(C2C=CC=CC=2)C2C=CC=CC=2)C=CC=CC=1.CC(OC(/N=N/C(OC(C)C)=O)=O)C.[Li+].[OH-], predict the reaction product. The product is: [CH:22]1([CH2:28][CH2:29][CH2:30][O:1][C:2]2[CH:7]=[CH:6][N:5]([CH2:8][CH2:9][C:10]([CH3:20])([S:16]([CH3:19])(=[O:17])=[O:18])[C:11]([OH:13])=[O:12])[C:4](=[O:21])[CH:3]=2)[CH2:27][CH2:26][CH2:25][CH2:24][CH2:23]1.